This data is from Retrosynthesis with 50K atom-mapped reactions and 10 reaction types from USPTO. The task is: Predict the reactants needed to synthesize the given product. (1) Given the product CCCCOc1cc(CCC(=O)OC)ccc1-c1cccc(CN(C)C(=O)c2ccc(OCC)cc2)c1, predict the reactants needed to synthesize it. The reactants are: CCCCOc1cc(CCC(=O)OC)ccc1-c1cccc(CNC)c1.CCOc1ccc(C(=O)Cl)cc1. (2) The reactants are: COc1ccc2[nH]c(-c3ccc(Cl)c(S(=O)(=O)NC4CCCCC4)c3)c(CC(=O)O)c2c1. Given the product O=C(O)Cc1c(-c2ccc(Cl)c(S(=O)(=O)NC3CCCCC3)c2)[nH]c2ccc(O)cc12, predict the reactants needed to synthesize it. (3) Given the product CC(O)(CCNc1ccc(Cl)cc1N)C(F)(F)F, predict the reactants needed to synthesize it. The reactants are: CC(O)(CC(=O)Nc1ccc(Cl)cc1N)C(F)(F)F. (4) Given the product CC1(C)S[C@@H]2C(NC(=O)C(C(=O)Oc3ccc4c(c3)CCC4)c3ccccc3)C(=O)N2C1c1nnn[nH]1, predict the reactants needed to synthesize it. The reactants are: CC1(C)S[C@@H]2C(N)C(=O)N2C1c1nnn[nH]1.O=C([O-])C(C(=O)Oc1ccc2c(c1)CCC2)c1ccccc1. (5) Given the product O=[N+]([O-])c1ccc(S(=O)(=O)NC(c2ccccc2)c2ccccc2)cc1, predict the reactants needed to synthesize it. The reactants are: NC(c1ccccc1)c1ccccc1.O=[N+]([O-])c1ccc(S(=O)(=O)Cl)cc1. (6) Given the product CCCN1CC(c2ccc(NS(=O)(=O)c3ccc([C@H](C)CF)cc3)cc2)C1, predict the reactants needed to synthesize it. The reactants are: CCCN1CC(c2ccc(N)cc2)C1.C[C@H](CF)c1ccc(S(=O)(=O)Cl)cc1. (7) The reactants are: CCOC(=O)c1oc2cccc(OCCCNC3CCN(Cc4ccccc4)CC3)c2c1C. Given the product CCOC(=O)c1oc2cccc(OCCCNC3CCNCC3)c2c1C, predict the reactants needed to synthesize it.